Dataset: NCI-60 drug combinations with 297,098 pairs across 59 cell lines. Task: Regression. Given two drug SMILES strings and cell line genomic features, predict the synergy score measuring deviation from expected non-interaction effect. (1) Drug 1: CCN(CC)CCNC(=O)C1=C(NC(=C1C)C=C2C3=C(C=CC(=C3)F)NC2=O)C. Drug 2: CC(C)CN1C=NC2=C1C3=CC=CC=C3N=C2N. Cell line: IGROV1. Synergy scores: CSS=-3.64, Synergy_ZIP=7.69, Synergy_Bliss=0.0388, Synergy_Loewe=-3.70, Synergy_HSA=-3.95. (2) Drug 1: CN1C(=O)N2C=NC(=C2N=N1)C(=O)N. Drug 2: CS(=O)(=O)CCNCC1=CC=C(O1)C2=CC3=C(C=C2)N=CN=C3NC4=CC(=C(C=C4)OCC5=CC(=CC=C5)F)Cl. Cell line: HOP-62. Synergy scores: CSS=1.13, Synergy_ZIP=-4.26, Synergy_Bliss=-11.1, Synergy_Loewe=-39.3, Synergy_HSA=-10.3. (3) Drug 1: CN1CCC(CC1)COC2=C(C=C3C(=C2)N=CN=C3NC4=C(C=C(C=C4)Br)F)OC. Drug 2: CCC1=C2CN3C(=CC4=C(C3=O)COC(=O)C4(CC)O)C2=NC5=C1C=C(C=C5)O. Cell line: NCI-H322M. Synergy scores: CSS=39.8, Synergy_ZIP=-1.79, Synergy_Bliss=0.972, Synergy_Loewe=1.55, Synergy_HSA=1.93. (4) Drug 1: CC1=C2C(C(=O)C3(C(CC4C(C3C(C(C2(C)C)(CC1OC(=O)C(C(C5=CC=CC=C5)NC(=O)OC(C)(C)C)O)O)OC(=O)C6=CC=CC=C6)(CO4)OC(=O)C)O)C)O. Drug 2: CCN(CC)CCCC(C)NC1=C2C=C(C=CC2=NC3=C1C=CC(=C3)Cl)OC. Cell line: BT-549. Synergy scores: CSS=32.4, Synergy_ZIP=1.05, Synergy_Bliss=3.52, Synergy_Loewe=-8.30, Synergy_HSA=5.07. (5) Drug 1: CC1CCC2CC(C(=CC=CC=CC(CC(C(=O)C(C(C(=CC(C(=O)CC(OC(=O)C3CCCCN3C(=O)C(=O)C1(O2)O)C(C)CC4CCC(C(C4)OC)OCCO)C)C)O)OC)C)C)C)OC. Drug 2: CC1=C(C(=O)C2=C(C1=O)N3CC4C(C3(C2COC(=O)N)OC)N4)N. Cell line: NCI/ADR-RES. Synergy scores: CSS=16.7, Synergy_ZIP=-4.74, Synergy_Bliss=3.81, Synergy_Loewe=-3.39, Synergy_HSA=0.0255. (6) Drug 1: C1=CN(C(=O)N=C1N)C2C(C(C(O2)CO)O)O.Cl. Drug 2: C1CC(C1)(C(=O)O)C(=O)O.[NH2-].[NH2-].[Pt+2]. Cell line: A498. Synergy scores: CSS=30.1, Synergy_ZIP=-9.13, Synergy_Bliss=-2.53, Synergy_Loewe=-28.4, Synergy_HSA=0.0176.